Dataset: Full USPTO retrosynthesis dataset with 1.9M reactions from patents (1976-2016). Task: Predict the reactants needed to synthesize the given product. (1) The reactants are: [CH3:1][O:2][C:3](=[O:17])[C:4]1[CH:12]=[C:11]([O:13][CH2:14][CH:15]=[CH2:16])[CH:10]=[C:6]([C:7](O)=[O:8])[CH:5]=1.S(Cl)([Cl:20])=O. Given the product [CH3:1][O:2][C:3](=[O:17])[C:4]1[CH:5]=[C:6]([C:7]([Cl:20])=[O:8])[CH:10]=[C:11]([O:13][CH2:14][CH:15]=[CH2:16])[CH:12]=1, predict the reactants needed to synthesize it. (2) The reactants are: [NH2:1][C:2]1[CH:3]=[CH:4][C:5]([CH:10]2[CH2:12][CH2:11]2)=[C:6]([CH:9]=1)[C:7]#[N:8].Cl[C:14]1[N:19]=[C:18]([OH:20])[C:17]([Cl:21])=[CH:16][N:15]=1.O.C1(C)C=CC(S(O)(=O)=O)=CC=1. Given the product [Cl:21][C:17]1[C:18]([OH:20])=[N:19][C:14]([NH:1][C:2]2[CH:3]=[CH:4][C:5]([CH:10]3[CH2:11][CH2:12]3)=[C:6]([CH:9]=2)[C:7]#[N:8])=[N:15][CH:16]=1, predict the reactants needed to synthesize it. (3) Given the product [CH3:1][C:2]1[CH:6]=[C:5]([CH3:7])[N:4]([CH2:8][CH2:9][CH2:10][NH:11][C:13]2[CH:18]=[C:17]([C:19]3[CH:24]=[CH:23][CH:22]=[C:21]([CH3:25])[C:20]=3[CH3:26])[N:16]=[C:15]([NH2:27])[N:14]=2)[N:3]=1, predict the reactants needed to synthesize it. The reactants are: [CH3:1][C:2]1[CH:6]=[C:5]([CH3:7])[N:4]([CH2:8][CH2:9][CH2:10][NH2:11])[N:3]=1.Cl[C:13]1[CH:18]=[C:17]([C:19]2[CH:24]=[CH:23][CH:22]=[C:21]([CH3:25])[C:20]=2[CH3:26])[N:16]=[C:15]([NH2:27])[N:14]=1. (4) Given the product [CH3:1][O:2][C:3]([C:5]1[CH:13]=[C:12]2[C:8]([CH:9]=[CH:10][N:11]2[C:15]2[CH:20]=[CH:19][C:18]([F:21])=[CH:17][C:16]=2[CH3:22])=[CH:7][CH:6]=1)=[O:4], predict the reactants needed to synthesize it. The reactants are: [CH3:1][O:2][C:3]([C:5]1[CH:13]=[C:12]2[C:8]([CH:9]=[CH:10][NH:11]2)=[CH:7][CH:6]=1)=[O:4].Br[C:15]1[CH:20]=[CH:19][C:18]([F:21])=[CH:17][C:16]=1[CH3:22].[O-]P([O-])([O-])=O.[K+].[K+].[K+].CCCCCCCCCCCC.C1(N)CCCCC1N. (5) Given the product [F:31][C:13]1[C:12]([CH2:11][CH2:10][C:5]23[CH2:8][CH2:9][C:2]([NH:1][CH2:43][C:41]4[CH:40]=[CH:39][C:36]5[O:37][CH2:38][C:33](=[O:32])[NH:34][C:35]=5[N:42]=4)([CH2:7][CH2:6]2)[CH2:3][O:4]3)=[C:21]2[C:16]([CH:17]=[CH:18][C:19]([O:22][CH2:23][CH:24]3[CH2:26][CH:25]3[C:27]([O:29][CH3:30])=[O:28])=[N:20]2)=[N:15][CH:14]=1, predict the reactants needed to synthesize it. The reactants are: [NH2:1][C:2]12[CH2:9][CH2:8][C:5]([CH2:10][CH2:11][C:12]3[C:13]([F:31])=[CH:14][N:15]=[C:16]4[C:21]=3[N:20]=[C:19]([O:22][CH2:23][CH:24]3[CH2:26][CH:25]3[C:27]([O:29][CH3:30])=[O:28])[CH:18]=[CH:17]4)([CH2:6][CH2:7]1)[O:4][CH2:3]2.[O:32]=[C:33]1[CH2:38][O:37][C:36]2[CH:39]=[CH:40][C:41]([CH:43]=O)=[N:42][C:35]=2[NH:34]1.